This data is from Full USPTO retrosynthesis dataset with 1.9M reactions from patents (1976-2016). The task is: Predict the reactants needed to synthesize the given product. (1) Given the product [CH2:1]([O:3][C:4]1[C:13]2[C:8](=[C:9]([O:19][CH2:20][CH3:21])[CH:10]=[C:11]([CH:14]=[O:15])[CH:12]=2)[N:7]=[C:6]([CH3:22])[CH:5]=1)[CH3:2], predict the reactants needed to synthesize it. The reactants are: [CH2:1]([O:3][C:4]1[C:13]2[C:8](=[C:9]([O:19][CH2:20][CH3:21])[CH:10]=[C:11]([C:14](OCC)=[O:15])[CH:12]=2)[N:7]=[C:6]([CH3:22])[CH:5]=1)[CH3:2].CC(C[AlH]CC(C)C)C.CC(OI1(OC(C)=O)(OC(C)=O)OC(=O)C2C=CC=CC1=2)=O. (2) Given the product [Br-:10].[CH3:1][C:2]1[CH:8]=[CH:7][CH:6]=[C:5]([CH3:9])[C:3]=1[NH:4][C:12]([CH3:13])=[CH:11][P+:14]([C:21]1[CH:26]=[CH:25][CH:24]=[CH:23][CH:22]=1)([C:15]1[CH:16]=[CH:17][CH:18]=[CH:19][CH:20]=1)[C:27]1[CH:32]=[CH:31][CH:30]=[CH:29][CH:28]=1, predict the reactants needed to synthesize it. The reactants are: [CH3:1][C:2]1[CH:8]=[CH:7][CH:6]=[C:5]([CH3:9])[C:3]=1[NH2:4].[Br-:10].[CH2:11]([P+:14]([C:27]1[CH:32]=[CH:31][CH:30]=[CH:29][CH:28]=1)([C:21]1[CH:26]=[CH:25][CH:24]=[CH:23][CH:22]=1)[C:15]1[CH:20]=[CH:19][CH:18]=[CH:17][CH:16]=1)[C:12]#[CH:13]. (3) The reactants are: Br[C:2]1[CH:7]=[CH:6][C:5]([Cl:8])=[CH:4][CH:3]=1.C([Li])CCC.[CH3:14][C:15]1([CH3:29])[C:20](=[O:21])[CH2:19][CH2:18][N:17]([C:22]([O:24][C:25]([CH3:28])([CH3:27])[CH3:26])=[O:23])[CH2:16]1. Given the product [Cl:8][C:5]1[CH:6]=[CH:7][C:2]([C:20]2([OH:21])[CH2:19][CH2:18][N:17]([C:22]([O:24][C:25]([CH3:27])([CH3:26])[CH3:28])=[O:23])[CH2:16][C:15]2([CH3:29])[CH3:14])=[CH:3][CH:4]=1, predict the reactants needed to synthesize it. (4) Given the product [O:11]1[C:15]2[CH:16]=[CH:17][C:18]([C:20]3[C:32]4[C:24](=[CH:25][CH:26]=[C:27]5[O:31][CH2:30][O:29][C:28]5=4)[CH:23]=[C:22]4[C:33](=[O:34])[N:3]([OH:2])[C:35](=[O:36])[C:21]=34)=[CH:19][C:14]=2[O:13][CH2:12]1, predict the reactants needed to synthesize it. The reactants are: Cl.[OH:2][NH2:3].C(N(CC)CC)C.[O:11]1[C:15]2[CH:16]=[CH:17][C:18]([C:20]3[C:21]4[C:35](=[O:36])[O:34][C:33](=O)[C:22]=4[CH:23]=[C:24]4[C:32]=3[C:28]3[O:29][CH2:30][O:31][C:27]=3[CH:26]=[CH:25]4)=[CH:19][C:14]=2[O:13][CH2:12]1. (5) Given the product [CH3:13][N:14]1[CH2:19][CH2:18][N:17]([CH2:2][CH2:3][C:4]2[CH:9]=[CH:8][C:7]([N+:10]([O-:12])=[O:11])=[CH:6][CH:5]=2)[CH2:16][CH2:15]1, predict the reactants needed to synthesize it. The reactants are: Br[CH2:2][CH2:3][C:4]1[CH:9]=[CH:8][C:7]([N+:10]([O-:12])=[O:11])=[CH:6][CH:5]=1.[CH3:13][N:14]1[CH2:19][CH2:18][NH:17][CH2:16][CH2:15]1.C(=O)([O-])[O-].[K+].[K+].